From a dataset of Forward reaction prediction with 1.9M reactions from USPTO patents (1976-2016). Predict the product of the given reaction. (1) The product is: [NH2:13][C:14]1[C:21]([N+:22]([O-:24])=[O:23])=[C:20]([N:5]2[CH2:6][CH2:7][C@H:3]([N:2]([CH3:8])[CH3:1])[CH2:4]2)[C:19]([Br:26])=[C:18]([CH3:27])[C:15]=1[C:16]#[N:17]. Given the reactants [CH3:1][N:2]([CH3:8])[C@H:3]1[CH2:7][CH2:6][NH:5][CH2:4]1.CS(C)=O.[NH2:13][C:14]1[C:21]([N+:22]([O-:24])=[O:23])=[C:20](F)[C:19]([Br:26])=[C:18]([CH3:27])[C:15]=1[C:16]#[N:17].C(N(CC)CC)C, predict the reaction product. (2) Given the reactants N1C=CC=C(CN)C=1.[CH3:9][C:10]1[O:14][N:13]=[C:12]([CH2:15][NH2:16])[CH:11]=1.[F:17][C:18]1[CH:40]=[CH:39][C:21]([CH2:22][N:23]2[C@@H:27]([CH3:28])[CH2:26][N:25]([C:29]3[S:30][C:31]([C:35](O)=[O:36])=[C:32]([CH3:34])[N:33]=3)[C:24]2=[O:38])=[CH:20][CH:19]=1.FC1C=CC(CN2[C@H](C)CN(C3SC(C(O)=O)=C(C)N=3)C2=O)=CC=1, predict the reaction product. The product is: [F:17][C:18]1[CH:40]=[CH:39][C:21]([CH2:22][N:23]2[C@H:27]([CH3:28])[CH2:26][N:25]([C:29]3[S:30][C:31]([C:35]([NH:16][CH2:15][C:12]4[CH:11]=[C:10]([CH3:9])[O:14][N:13]=4)=[O:36])=[C:32]([CH3:34])[N:33]=3)[C:24]2=[O:38])=[CH:20][CH:19]=1. (3) Given the reactants C([O:4][C@@H:5]1[C@@H:10]([O:11]C(=O)C)[C@H:9]([O:15]C(=O)C)[C@@H:8]([CH2:19][O:20]C(=O)C)[O:7][C@H:6]1[N:24]1[C:28]2=[N:29][CH:30]=[CH:31][CH:32]=[C:27]2[C:26]([C:33]2[C:34](=[O:49])[N:35]([CH3:48])[C:36](=[O:47])[C:37]=2[C:38]2[C:46]3[C:41](=[N:42][CH:43]=[CH:44][CH:45]=3)[NH:40][CH:39]=2)=[CH:25]1)(=O)C.[OH-].[NH4+], predict the reaction product. The product is: [CH3:48][N:35]1[C:36](=[O:47])[C:37]([C:38]2[C:46]3[C:41](=[N:42][CH:43]=[CH:44][CH:45]=3)[NH:40][CH:39]=2)=[C:33]([C:26]2[C:27]3[C:28](=[N:29][CH:30]=[CH:31][CH:32]=3)[N:24]([C@@H:6]3[O:7][C@H:8]([CH2:19][OH:20])[C@@H:9]([OH:15])[C@H:10]([OH:11])[C@H:5]3[OH:4])[CH:25]=2)[C:34]1=[O:49]. (4) The product is: [I:34][C:26]1[C:25]([CH2:35][O:36][CH2:37][CH:38]([OH:39])[CH2:40][N:9]2[CH2:20][CH2:19][NH:18][CH2:17][CH2:16][NH:15][CH2:14][CH2:13][NH:12][CH2:11][CH2:10]2)=[C:24]([I:41])[C:23]([CH2:42][O:43][CH2:44][CH:45]([OH:46])[CH2:47][N:9]2[CH2:20][CH2:19][NH:18][CH2:17][CH2:16][NH:15][CH2:14][CH2:13][NH:12][CH2:11][CH2:10]2)=[C:22]([I:21])[C:27]=1[CH2:28][O:29][CH2:30][CH:31]([OH:32])[CH2:6][N:4]1[CH2:3][CH2:17][NH:18][CH2:19][CH2:20][NH:9][CH2:10][CH2:11][NH:12][CH2:13][CH2:5]1. Given the reactants CO[CH:3](OC)[N:4]([CH3:6])[CH3:5].[NH:9]1[CH2:20][CH2:19][NH:18][CH2:17][CH2:16][NH:15][CH2:14][CH2:13][NH:12][CH2:11][CH2:10]1.[I:21][C:22]1[C:27]([CH2:28][O:29][CH2:30][CH:31]2C[O:32]2)=[C:26]([I:34])[C:25]([CH2:35][O:36][CH2:37][CH:38]2[CH2:40][O:39]2)=[C:24]([I:41])[C:23]=1[CH2:42][O:43][CH2:44][CH:45]1[CH2:47][O:46]1.Cl, predict the reaction product. (5) Given the reactants [OH:1][C:2]1[CH:7]=[C:6]([OH:8])[CH:5]=[CH:4][C:3]=1[CH:9]1[CH2:14][CH2:13][C:12](=O)[CH2:11][CH2:10]1.[C:16]([O-])(=O)C.[Na+].Cl.C[O:23][NH2:24], predict the reaction product. The product is: [CH3:16][O:1][C:2]1[CH:7]=[C:6]([OH:8])[CH:5]=[CH:4][C:3]=1[CH:9]1[CH2:14][CH2:13][C:12](=[N:24][OH:23])[CH2:11][CH2:10]1.